Dataset: Catalyst prediction with 721,799 reactions and 888 catalyst types from USPTO. Task: Predict which catalyst facilitates the given reaction. Reactant: [Br:1][C:2]1[C:3]([O:12][CH2:13][CH2:14][Br:15])=[C:4]([C:9](=[O:11])[CH3:10])[CH:5]=[C:6]([Cl:8])[CH:7]=1.[CH3:16][C:17]([CH2:21]O)([CH2:19][OH:20])[CH3:18].O.C1(C)C=CC(S(O)(=O)=O)=CC=1.C(=O)([O-])O.[Na+]. Product: [Br:1][C:2]1[C:3]([O:12][CH2:13][CH2:14][Br:15])=[C:4]([C:9]2([CH3:10])[O:20][CH2:19][C:17]([CH3:21])([CH3:18])[CH2:16][O:11]2)[CH:5]=[C:6]([Cl:8])[CH:7]=1. The catalyst class is: 133.